The task is: Regression. Given a peptide amino acid sequence and an MHC pseudo amino acid sequence, predict their binding affinity value. This is MHC class I binding data.. This data is from Peptide-MHC class I binding affinity with 185,985 pairs from IEDB/IMGT. (1) The MHC is Mamu-B8301 with pseudo-sequence Mamu-B8301. The peptide sequence is WSMGKEAPQF. The binding affinity (normalized) is 0.242. (2) The peptide sequence is RVYAELAAL. The MHC is BoLA-D18.4 with pseudo-sequence BoLA-D18.4. The binding affinity (normalized) is 0.115. (3) The peptide sequence is ELFARSSDPR. The MHC is HLA-B35:01 with pseudo-sequence HLA-B35:01. The binding affinity (normalized) is 0.0847. (4) The peptide sequence is LLLLYQTFGR. The MHC is Patr-A0101 with pseudo-sequence Patr-A0101. The binding affinity (normalized) is 0.201. (5) The peptide sequence is DSPHYVPIL. The MHC is Mamu-B17 with pseudo-sequence Mamu-B17. The binding affinity (normalized) is 0.158. (6) The peptide sequence is NYNGLLSSI. The MHC is HLA-A69:01 with pseudo-sequence HLA-A69:01. The binding affinity (normalized) is 0.0847. (7) The peptide sequence is KRVDWSVEY. The MHC is HLA-B15:01 with pseudo-sequence HLA-B15:01. The binding affinity (normalized) is 0.269.